This data is from Full USPTO retrosynthesis dataset with 1.9M reactions from patents (1976-2016). The task is: Predict the reactants needed to synthesize the given product. (1) Given the product [NH2:11][C:9]1[N:8]=[CH:7][N:6]=[C:5]2[N:4]([CH2:12][C:13]3[CH:14]=[C:15]4[N:20]([C:21]=3[C:22]3[CH:23]=[N:24][CH:25]=[CH:26][CH:27]=3)[CH:19]=[CH:18][CH:17]=[CH:16]4)[N:3]=[C:2]([C:31]3[CH:32]=[C:33]([OH:35])[CH:34]=[C:29]([F:28])[CH:30]=3)[C:10]=12, predict the reactants needed to synthesize it. The reactants are: I[C:2]1[C:10]2[C:5](=[N:6][CH:7]=[N:8][C:9]=2[NH2:11])[N:4]([CH2:12][C:13]2[CH:14]=[C:15]3[N:20]([C:21]=2[C:22]2[CH:23]=[N:24][CH:25]=[CH:26][CH:27]=2)[CH:19]=[CH:18][CH:17]=[CH:16]3)[N:3]=1.[F:28][C:29]1[CH:30]=[C:31](B(O)O)[CH:32]=[C:33]([OH:35])[CH:34]=1.CCO.C([O-])([O-])=O.[Na+].[Na+]. (2) Given the product [CH2:31]([N:28]1[CH2:27][CH:26]2[CH:30]([CH:25]2[NH:24][C:22]([CH2:21][NH:20][C:11](=[O:13])[CH2:10][CH:9]([C:3]2[CH:4]=[C:5]([CH3:8])[CH:6]=[CH:7][C:2]=2[OH:1])[C:14]2[CH:19]=[CH:18][CH:17]=[CH:16][CH:15]=2)=[O:23])[CH2:29]1)[C:32]1[CH:33]=[CH:34][CH:35]=[CH:36][CH:37]=1, predict the reactants needed to synthesize it. The reactants are: [OH:1][C:2]1[CH:7]=[CH:6][C:5]([CH3:8])=[CH:4][C:3]=1[CH:9]([C:14]1[CH:19]=[CH:18][CH:17]=[CH:16][CH:15]=1)[CH2:10][C:11]([OH:13])=O.[NH2:20][CH2:21][C:22]([NH:24][CH:25]1[CH:30]2[CH:26]1[CH2:27][N:28]([CH2:31][C:32]1[CH:37]=[CH:36][CH:35]=[CH:34][CH:33]=1)[CH2:29]2)=[O:23].C(OC(NCC(O)=O)=O)(C)(C)C.C(N1CC2C(C2N)C1)C1C=CC=CC=1.CN1CCOCC1.C1C=CC2N(O)N=NC=2C=1. (3) Given the product [CH3:12][N:10]1[CH2:11][CH2:37][CH2:36][CH:9]1[CH2:8][CH2:7][NH:6][C:5](=[O:42])[CH:18]([NH:15][C:28]([C:24]1[C:23]([CH3:31])=[C:22]([CH:20]=[O:21])[NH:26][C:25]=1[CH3:27])=[O:30])[CH3:19], predict the reactants needed to synthesize it. The reactants are: Cl.C(N=[C:5]=[N:6][CH2:7][CH2:8][CH2:9][N:10]([CH3:12])[CH3:11])C.C([N:15]([CH2:18][CH3:19])CC)C.[CH:20]([C:22]1[NH:26][C:25]([CH3:27])=[C:24]([C:28]([OH:30])=O)[C:23]=1[CH3:31])=[O:21].ON1[C:37]2C=CC=C[C:36]=2N=N1.[OH2:42]. (4) Given the product [CH:1]1([N:7]2[C:11]3[CH:12]=[CH:13][C:14]([C:16]([NH:18][NH:19][C:34]([C:31]4[CH:32]=[CH:33][C:28]([C:27]([OH:37])=[O:26])=[CH:29][CH:30]=4)=[O:35])=[O:17])=[CH:15][C:10]=3[N:9]=[C:8]2[C:20]2[CH:24]=[CH:23][O:22][CH:21]=2)[CH2:2][CH2:3][CH2:4][CH2:5][CH2:6]1, predict the reactants needed to synthesize it. The reactants are: [CH:1]1([N:7]2[C:11]3[CH:12]=[CH:13][C:14]([C:16]([NH:18][NH2:19])=[O:17])=[CH:15][C:10]=3[N:9]=[C:8]2[C:20]2[CH:24]=[CH:23][O:22][CH:21]=2)[CH2:6][CH2:5][CH2:4][CH2:3][CH2:2]1.C[O:26][C:27](=[O:37])[C:28]1[CH:33]=[CH:32][C:31]([C:34](Cl)=[O:35])=[CH:30][CH:29]=1.CCN(C(C)C)C(C)C.[OH-].[Na+].